This data is from TCR-epitope binding with 47,182 pairs between 192 epitopes and 23,139 TCRs. The task is: Binary Classification. Given a T-cell receptor sequence (or CDR3 region) and an epitope sequence, predict whether binding occurs between them. (1) The epitope is FPPTSFGPL. The TCR CDR3 sequence is CASSSGSYYEQYF. Result: 0 (the TCR does not bind to the epitope). (2) The epitope is RLRAEAQVK. The TCR CDR3 sequence is CASSEVVSTTYEQYF. Result: 1 (the TCR binds to the epitope).